From a dataset of Forward reaction prediction with 1.9M reactions from USPTO patents (1976-2016). Predict the product of the given reaction. (1) Given the reactants [Cl:1][C:2]1[CH:3]=[C:4]([N:9]2[C:14](=[O:15])[C:13]([C:16]3[CH:21]=[CH:20][C:19]([F:22])=[CH:18][CH:17]=3)=[C:12]([C:23]3[CH:28]=[CH:27][C:26]([S:29](C)(=[O:31])=[O:30])=[CH:25][CH:24]=3)[CH:11]=[N:10]2)[CH:5]=[CH:6][C:7]=1[F:8].[NH3:33], predict the reaction product. The product is: [Cl:1][C:2]1[CH:3]=[C:4]([N:9]2[C:14](=[O:15])[C:13]([C:16]3[CH:21]=[CH:20][C:19]([F:22])=[CH:18][CH:17]=3)=[C:12]([C:23]3[CH:28]=[CH:27][C:26]([S:29]([NH2:33])(=[O:31])=[O:30])=[CH:25][CH:24]=3)[CH:11]=[N:10]2)[CH:5]=[CH:6][C:7]=1[F:8]. (2) Given the reactants [C:1]([O:5][C:6](=[O:19])[NH:7][CH2:8][CH2:9][CH2:10][NH:11][C:12]([N:14]=[CH:15]N(C)C)=[S:13])([CH3:4])([CH3:3])[CH3:2].[F:20][C:21]([F:33])([F:32])[C:22]1[CH:31]=[CH:30][CH:29]=[CH:28][C:23]=1[C:24](=[O:27])[CH2:25]Br, predict the reaction product. The product is: [C:1]([O:5][C:6](=[O:19])[NH:7][CH2:8][CH2:9][CH2:10][NH:11][C:12]1[S:13][C:25]([C:24](=[O:27])[C:23]2[CH:28]=[CH:29][CH:30]=[CH:31][C:22]=2[C:21]([F:20])([F:32])[F:33])=[CH:15][N:14]=1)([CH3:2])([CH3:3])[CH3:4]. (3) Given the reactants [CH3:1][O:2][C:3]([C:5]1[CH:14]=[C:13]2[C:8]([C@@H:9]([OH:15])[CH2:10][CH2:11][O:12]2)=[CH:7][CH:6]=1)=[O:4].N1C=CN=C1.[CH3:21][C:22]([Si:25](Cl)([CH3:27])[CH3:26])([CH3:24])[CH3:23], predict the reaction product. The product is: [Si:25]([O:15][C@@H:9]1[C:8]2[C:13](=[CH:14][C:5]([C:3]([O:2][CH3:1])=[O:4])=[CH:6][CH:7]=2)[O:12][CH2:11][CH2:10]1)([C:22]([CH3:24])([CH3:23])[CH3:21])([CH3:27])[CH3:26].